Dataset: Forward reaction prediction with 1.9M reactions from USPTO patents (1976-2016). Task: Predict the product of the given reaction. (1) Given the reactants C([Li])CCC.[CH3:6][CH:7]1[S:11][C:10]2=[CH:12][C:13]3[S:14][C:15]([CH3:18])=[CH:16][C:17]=3[C:9]2=[CH:8]1.[CH2:19]([O:22][C:23]1[C:28]([C:29]([CH3:32])([CH3:31])[CH3:30])=[CH:27][C:26]([CH3:33])=[CH:25][C:24]=1[Si:34](Cl)([CH2:37][CH3:38])[CH2:35][CH3:36])[CH:20]=[CH2:21], predict the reaction product. The product is: [CH2:19]([O:22][C:23]1[C:28]([C:29]([CH3:30])([CH3:31])[CH3:32])=[CH:27][C:26]([CH3:33])=[CH:25][C:24]=1[Si:34]([C:12]1[C:13]2[S:14][C:15]([CH3:18])=[CH:16][C:17]=2[C:9]2[C:10]=1[S:11][CH:7]([CH3:6])[CH:8]=2)([CH2:35][CH3:36])[CH2:37][CH3:38])[CH:20]=[CH2:21]. (2) Given the reactants [C:1]([O:5][C:6]([NH:8][CH2:9][CH2:10][C:11]([OH:13])=O)=[O:7])([CH3:4])([CH3:3])[CH3:2].Cl.[F:15][C:16]1[CH:24]=[C:23]2[C:19]([C:20]([C:25]3[CH:26]=[N:27][N:28]([CH:30]4[CH2:35][CH2:34][NH:33][CH2:32][CH2:31]4)[CH:29]=3)=[CH:21][NH:22]2)=[CH:18][CH:17]=1, predict the reaction product. The product is: [F:15][C:16]1[CH:24]=[C:23]2[C:19]([C:20]([C:25]3[CH:26]=[N:27][N:28]([CH:30]4[CH2:35][CH2:34][N:33]([C:11](=[O:13])[CH2:10][CH2:9][NH:8][C:6](=[O:7])[O:5][C:1]([CH3:2])([CH3:3])[CH3:4])[CH2:32][CH2:31]4)[CH:29]=3)=[CH:21][NH:22]2)=[CH:18][CH:17]=1.